From a dataset of Full USPTO retrosynthesis dataset with 1.9M reactions from patents (1976-2016). Predict the reactants needed to synthesize the given product. (1) Given the product [CH3:28][C:25]1[CH:26]=[CH:27][C:22]([NH:21][C:4]2[C:9]([N+:10]([O-:12])=[O:11])=[CH:8][CH:7]=[C:6]([Cl:13])[N:5]=2)=[CH:23][CH:24]=1, predict the reactants needed to synthesize it. The reactants are: CO.Cl[C:4]1[C:9]([N+:10]([O-:12])=[O:11])=[CH:8][CH:7]=[C:6]([Cl:13])[N:5]=1.C(N(CC)CC)C.[NH2:21][C:22]1[CH:27]=[CH:26][C:25]([CH3:28])=[CH:24][CH:23]=1. (2) Given the product [Cl:31][C:10]1[CH:11]=[C:12]([CH:28]=[C:29]([Cl:30])[C:9]=1[OH:8])[C:13]([N:15]1[C:24]2[C:19](=[CH:20][CH:21]=[CH:22][CH:23]=2)[N:18]([C:25](=[O:27])[CH3:26])[CH2:17][CH2:16]1)=[O:14], predict the reactants needed to synthesize it. The reactants are: C([O:8][C:9]1[C:29]([Cl:30])=[CH:28][C:12]([C:13]([N:15]2[C:24]3[C:19](=[CH:20][CH:21]=[CH:22][CH:23]=3)[N:18]([C:25](=[O:27])[CH3:26])[CH2:17][CH2:16]2)=[O:14])=[CH:11][C:10]=1[Cl:31])C1C=CC=CC=1.